Dataset: Forward reaction prediction with 1.9M reactions from USPTO patents (1976-2016). Task: Predict the product of the given reaction. (1) Given the reactants [C:1]([O:5][C:6]([N:8]1[CH2:12][C@H:11](O)[C@@H:10]([N:14]=[N+:15]=[N-:16])[CH2:9]1)=[O:7])([CH3:4])([CH3:3])[CH3:2].COCCN(S(F)(F)[F:27])CCOC, predict the reaction product. The product is: [C:1]([O:5][C:6]([N:8]1[CH2:12][CH:11]([F:27])[C@@H:10]([N:14]=[N+:15]=[N-:16])[CH2:9]1)=[O:7])([CH3:4])([CH3:3])[CH3:2]. (2) Given the reactants Cl.Cl.[F:3][C:4]1[CH:9]=[C:8]([C:10]2[N:14]3[CH:15]=[CH:16][C:17]([C:19]4[CH:24]=[CH:23][CH:22]=[CH:21][N:20]=4)=[CH:18][C:13]3=[N:12][CH:11]=2)[CH:7]=[CH:6][C:5]=1[CH2:25][C:26]([OH:28])=O.[CH3:29][N:30]([CH2:32][C:33]1[N:34]=[C:35]([NH2:42])[S:36][C:37]=1[C:38]1([CH3:41])[CH2:40][CH2:39]1)[CH3:31].C(N(CC)C(C)C)(C)C.F[P-](F)(F)(F)(F)F.N1(OC(N(C)C)=[N+](C)C)C2N=CC=CC=2N=N1, predict the reaction product. The product is: [CH3:31][N:30]([CH2:32][C:33]1[N:34]=[C:35]([NH:42][C:26](=[O:28])[CH2:25][C:5]2[CH:6]=[CH:7][C:8]([C:10]3[N:14]4[CH:15]=[CH:16][C:17]([C:19]5[CH:24]=[CH:23][CH:22]=[CH:21][N:20]=5)=[CH:18][C:13]4=[N:12][CH:11]=3)=[CH:9][C:4]=2[F:3])[S:36][C:37]=1[C:38]1([CH3:41])[CH2:40][CH2:39]1)[CH3:29]. (3) Given the reactants [Cl:1][C:2]1[CH:7]=[CH:6][C:5]([Cl:8])=[CH:4][C:3]=1[C:9]1[C:10]2[C:22](=[O:23])[CH2:21][CH2:20][C:11]=2[N:12]([CH2:16][C:17](O)=[O:18])[C:13](=[O:15])[CH:14]=1.[NH2:24][C:25]1[CH:37]=[CH:36][C:28]([C:29]([O:31][C:32]([CH3:35])([CH3:34])[CH3:33])=[O:30])=[CH:27][CH:26]=1, predict the reaction product. The product is: [Cl:1][C:2]1[CH:7]=[CH:6][C:5]([Cl:8])=[CH:4][C:3]=1[C:9]1[C:10]2[C:22](=[O:23])[CH2:21][CH2:20][C:11]=2[N:12]([CH2:16][C:17]([NH:24][C:25]2[CH:37]=[CH:36][C:28]([C:29]([O:31][C:32]([CH3:33])([CH3:34])[CH3:35])=[O:30])=[CH:27][CH:26]=2)=[O:18])[C:13](=[O:15])[CH:14]=1.